This data is from Forward reaction prediction with 1.9M reactions from USPTO patents (1976-2016). The task is: Predict the product of the given reaction. (1) Given the reactants C([S@@]([N:7]1[CH2:11][CH2:10][CH2:9][C@@H:8]1[C:12]1[CH:13]=[N:14][CH:15]=[C:16]([F:18])[CH:17]=1)=O)(C)(C)C.Cl, predict the reaction product. The product is: [F:18][C:16]1[CH:15]=[N:14][CH:13]=[C:12]([C@H:8]2[CH2:9][CH2:10][CH2:11][NH:7]2)[CH:17]=1. (2) Given the reactants [Br:1][C:2]1[CH:3]=[C:4]2[C:9](=[CH:10][CH:11]=1)[NH:8][C@@H:7]([CH2:12][CH3:13])[C@H:6]([CH3:14])[C@H:5]2[NH:15][C:16](=[O:25])[O:17][CH2:18][C:19]1[CH:24]=[CH:23][CH:22]=[CH:21][CH:20]=1.BrC1C=C2C(=CC=1)N[C@@H](CC)[C@@H](C)[C@H]2NC(=O)[O:42][CH2:43][C:44]1C=CC=CC=1.N1C=CC=CC=1.C(Cl)(=O)C.C(=O)(O)[O-].[Na+], predict the reaction product. The product is: [C:43]([N:8]1[C:9]2[C:4](=[CH:3][C:2]([Br:1])=[CH:11][CH:10]=2)[C@H:5]([NH:15][C:16](=[O:25])[O:17][CH2:18][C:19]2[CH:20]=[CH:21][CH:22]=[CH:23][CH:24]=2)[C@@H:6]([CH3:14])[C@@H:7]1[CH2:12][CH3:13])(=[O:42])[CH3:44].